Dataset: Full USPTO retrosynthesis dataset with 1.9M reactions from patents (1976-2016). Task: Predict the reactants needed to synthesize the given product. Given the product [Cl:1][C:2]1[CH:3]=[CH:4][C:5]([C:8]2[CH:13]=[CH:12][N:11]3[N:14]=[CH:15][C:16]([C:17]#[C:18][C:20]4[CH:21]=[C:22]([S:26]([NH2:29])(=[O:28])=[O:27])[CH:23]=[N:24][CH:25]=4)=[C:10]3[N:9]=2)=[CH:6][CH:7]=1, predict the reactants needed to synthesize it. The reactants are: [Cl:1][C:2]1[CH:7]=[CH:6][C:5]([C:8]2[CH:13]=[CH:12][N:11]3[N:14]=[CH:15][C:16]([C:17]#[CH:18])=[C:10]3[N:9]=2)=[CH:4][CH:3]=1.Br[C:20]1[CH:21]=[C:22]([S:26]([NH2:29])(=[O:28])=[O:27])[CH:23]=[N:24][CH:25]=1.